The task is: Predict the product of the given reaction.. This data is from Forward reaction prediction with 1.9M reactions from USPTO patents (1976-2016). (1) Given the reactants C1([O:7][C:8](=O)[NH:9][C:10]2[CH:15]=[CH:14][C:13]([O:16][C:17]3[C:26]4[C:21](=[CH:22][C:23]([O:29][CH2:30][C:31]5[CH:36]=[CH:35][CH:34]=[CH:33][CH:32]=5)=[C:24]([C:27]#[N:28])[CH:25]=4)[N:20]=[CH:19][CH:18]=3)=[CH:12][C:11]=2[Cl:37])C=CC=CC=1.[CH3:39][N:40](C)C=O.O1CCCC1, predict the reaction product. The product is: [CH2:30]([O:29][C:23]1[CH:22]=[C:21]2[C:26]([C:17]([O:16][C:13]3[CH:14]=[CH:15][C:10]([NH:9][C:8]([NH:40][CH3:39])=[O:7])=[C:11]([Cl:37])[CH:12]=3)=[CH:18][CH:19]=[N:20]2)=[CH:25][C:24]=1[C:27]#[N:28])[C:31]1[CH:36]=[CH:35][CH:34]=[CH:33][CH:32]=1. (2) Given the reactants CC(OI1(OC(C)=O)(OC(C)=O)OC(=O)C2C=CC=CC1=2)=O.[C:23]([NH:30][C@H:31]([CH2:35][OH:36])[CH:32]([CH3:34])[CH3:33])([O:25][C:26]([CH3:29])([CH3:28])[CH3:27])=[O:24].C(=O)(O)[O-].[Na+].S([O-])([O-])(=O)=S.[Na+].[Na+], predict the reaction product. The product is: [C:26]([O:25][C:23](=[O:24])[NH:30][CH:31]([CH:35]=[O:36])[CH:32]([CH3:33])[CH3:34])([CH3:27])([CH3:29])[CH3:28]. (3) Given the reactants NC1C=CC(N2C=CC(O)=CC2=O)=CC=1F.C[Si]([N-][Si](C)(C)C)(C)C.[Li+].[CH2:27]([O:29][C:30]([CH:32]1[CH:34]([C:35](=[O:52])NC2C=CC(N3C=CC(O)=CC3=O)=CC=2F)[CH:33]1[C:53](=[O:62])[NH:54][C:55]1[CH:60]=[CH:59][C:58]([Cl:61])=[CH:57][CH:56]=1)=[O:31])[CH3:28], predict the reaction product. The product is: [CH2:27]([O:29][C:30]([CH:32]1[CH:33]2[CH:34]1[C:35](=[O:52])[N:54]([C:55]1[CH:60]=[CH:59][C:58]([Cl:61])=[CH:57][CH:56]=1)[C:53]2=[O:62])=[O:31])[CH3:28]. (4) Given the reactants [CH:1]1[C:10]2[C:5](=[CH:6][CH:7]=[CH:8][CH:9]=2)[CH:4]=[CH:3][C:2]=1[C:11]1[N:12]=[C:13]([C:16]([NH:18][C:19]2[CH:28]=[C:27]([C:29]([O:31]C)=[O:30])[CH:26]=[CH:25][C:20]=2[C:21]([O:23]C)=[O:22])=[O:17])[S:14][CH:15]=1.[OH-].[K+], predict the reaction product. The product is: [CH:1]1[C:10]2[C:5](=[CH:6][CH:7]=[CH:8][CH:9]=2)[CH:4]=[CH:3][C:2]=1[C:11]1[N:12]=[C:13]([C:16]([NH:18][C:19]2[CH:28]=[C:27]([C:29]([OH:31])=[O:30])[CH:26]=[CH:25][C:20]=2[C:21]([OH:23])=[O:22])=[O:17])[S:14][CH:15]=1.